Dataset: Catalyst prediction with 721,799 reactions and 888 catalyst types from USPTO. Task: Predict which catalyst facilitates the given reaction. (1) Reactant: [CH3:1][CH:2]1[CH:7]([CH3:8])[CH:6]([OH:9])[CH2:5][CH:4]([C:10]2[CH:15]=[CH:14][N:13]=[CH:12][C:11]=2[N+:16]([O-:18])=[O:17])[O:3]1.N1C=CN=C1.[C:24]([Si:28](Cl)([CH3:30])[CH3:29])([CH3:27])([CH3:26])[CH3:25].O. Product: [Si:28]([O:9][C@H:6]1[C@H:7]([CH3:8])[C@@H:2]([CH3:1])[O:3][C@@H:4]([C:10]2[CH:15]=[CH:14][N:13]=[CH:12][C:11]=2[N+:16]([O-:18])=[O:17])[CH2:5]1)([C:24]([CH3:27])([CH3:26])[CH3:25])([CH3:30])[CH3:29]. The catalyst class is: 3. (2) Reactant: [CH:1]([C:3]1[CH:8]=[CH:7][C:6]([C:9]2[CH:10]=[C:11]([CH2:14][N:15]([CH3:24])[C:16](=[O:23])[C:17]3[CH:22]=[CH:21][CH:20]=[CH:19][CH:18]=3)[S:12][CH:13]=2)=[CH:5][CH:4]=1)=O.[S:25]1[CH2:29][C:28](=[O:30])[NH:27][C:26]1=[O:31].C([O-])(=O)C.[NH2+]1CCCCC1. The catalyst class is: 11. Product: [O:31]=[C:26]1[NH:27][C:28](=[O:30])[C:29](=[CH:1][C:3]2[CH:8]=[CH:7][C:6]([C:9]3[CH:10]=[C:11]([CH2:14][N:15]([CH3:24])[C:16](=[O:23])[C:17]4[CH:18]=[CH:19][CH:20]=[CH:21][CH:22]=4)[S:12][CH:13]=3)=[CH:5][CH:4]=2)[S:25]1. (3) Reactant: [OH:1][B:2]1[C:6]2[CH:7]=[C:8]([NH:11][S:12]([C:15]3[N:24]=[CH:23][C:22]([NH:25]C(=O)C(F)(F)F)=[CH:21][C:16]=3[C:17]([O:19]C)=[O:18])(=[O:14])=[O:13])[CH:9]=[CH:10][C:5]=2[CH2:4][O:3]1.O.[OH-].[Li+]. Product: [NH2:25][C:22]1[CH:23]=[N:24][C:15]([S:12](=[O:13])(=[O:14])[NH:11][C:8]2[CH:9]=[CH:10][C:5]3[CH2:4][O:3][B:2]([OH:1])[C:6]=3[CH:7]=2)=[C:16]([CH:21]=1)[C:17]([OH:19])=[O:18]. The catalyst class is: 30. (4) Reactant: [OH:1][C@@H:2]([C:6]([O:19][CH3:20])([C:13]1[CH:18]=[CH:17][CH:16]=[CH:15][CH:14]=1)[C:7]1[CH:12]=[CH:11][CH:10]=[CH:9][CH:8]=1)[C:3]([O-:5])=[O:4].Cl[C@H](C1C=CC(Cl)=CC=1)C[NH3+].CC(C)([O-])C.[K+].[CH3:38][C:39]1[CH:44]=[C:43]([CH3:45])[N:42]=[C:41](S(C)(=O)=O)[N:40]=1.O. Product: [CH3:45][C:43]1[CH:44]=[C:39]([CH3:38])[N:40]=[C:41]([O:1][C@@H:2]([C:6]([O:19][CH3:20])([C:7]2[CH:12]=[CH:11][CH:10]=[CH:9][CH:8]=2)[C:13]2[CH:18]=[CH:17][CH:16]=[CH:15][CH:14]=2)[C:3]([OH:5])=[O:4])[N:42]=1. The catalyst class is: 3. (5) The catalyst class is: 221. Product: [CH3:1][O:2][C:3]([CH:5]1[CH2:9][N:8]([C:10]2[CH:33]=[CH:34][CH:29]=[CH:30][CH:31]=2)[CH2:7][N:6]1[C:17](=[O:27])[CH:18]([NH:22][C:23]([O:25][CH3:26])=[O:24])[CH:19]([CH3:20])[CH3:21])=[O:4]. Reactant: [CH3:1][O:2][C:3]([CH:5]1[CH2:9][N:8]([C:10](OC(C)(C)C)=O)[CH2:7][N:6]1[C:17](=[O:27])[CH:18]([NH:22][C:23]([O:25][CH3:26])=[O:24])[CH:19]([CH3:21])[CH3:20])=[O:4].Cl.[C:29]1(B(O)O)[CH:34]=[CH:33]C=[CH:31][CH:30]=1.C(N(CC)CC)C. (6) Reactant: [CH3:1][O:2][C:3]1[CH:4]=[CH:5][C:6]2[N:7]([N:9]=[C:10]([NH2:12])[N:11]=2)[CH:8]=1.[C:13](N1C=CC=CC1=O)(N1C=CC=CC1=O)=[S:14]. Product: [N:12]([C:10]1[N:11]=[C:6]2[CH:5]=[CH:4][C:3]([O:2][CH3:1])=[CH:8][N:7]2[N:9]=1)=[C:13]=[S:14]. The catalyst class is: 4. (7) Reactant: N1C=CN=C1.[C:6]([Si:10]([C:18]1[CH:23]=[CH:22][CH:21]=[CH:20][CH:19]=1)([C:12]1[CH:17]=[CH:16][CH:15]=[CH:14][CH:13]=1)Cl)([CH3:9])([CH3:8])[CH3:7].[OH:24][CH2:25][C:26]1([OH:30])[CH2:31][O:30][C:26]([CH2:25][OH:24])([OH:27])[CH2:31][O:27]1.O. Product: [Si:10]([O:24][CH2:25][C:26](=[O:27])[CH2:31][OH:30])([C:6]([CH3:9])([CH3:8])[CH3:7])([C:18]1[CH:23]=[CH:22][CH:21]=[CH:20][CH:19]=1)[C:12]1[CH:17]=[CH:16][CH:15]=[CH:14][CH:13]=1. The catalyst class is: 9.